From a dataset of Reaction yield outcomes from USPTO patents with 853,638 reactions. Predict the reaction yield, written as a fraction of the theoretical maximum amount of product (1.0 means a 100% yield; for example, 0.34 means a 34% yield). (1) The reactants are [NH:1]1[C:5]2[CH:6]=[CH:7][CH:8]=[CH:9][C:4]=2[N:3]=[C:2]1[CH2:10][N:11]1[C@@H:24]2[C@@H:15]([CH2:16][CH2:17][C:18]3[C:23]2=[N:22][CH:21]=[CH:20][CH:19]=3)[CH2:14][CH2:13][CH2:12]1.Br[CH2:26][CH2:27][CH2:28][CH2:29][CH2:30][N:31]1C(=O)C2C(=CC=CC=2)C1=O.[I-].[K+].C(N(CC)C(C)C)(C)C.NN. The catalyst is CN(C)C=O. The product is [N:11]1([CH2:10][C:2]2[N:3]([CH2:26][CH2:27][CH2:28][CH2:29][CH2:30][NH2:31])[C:4]3[CH:9]=[CH:8][CH:7]=[CH:6][C:5]=3[N:1]=2)[C@@H:24]2[C@@H:15]([CH2:16][CH2:17][C:18]3[C:23]2=[N:22][CH:21]=[CH:20][CH:19]=3)[CH2:14][CH2:13][CH2:12]1. The yield is 0.180. (2) The reactants are [O:1]1[C:5]2[CH:6]=[C:7]([OH:10])[CH:8]=[CH:9][C:4]=2[CH2:3][CH2:2]1.C([Mg]Cl)(C)C.[Cl:16][C:17]1[CH:18]=[CH:19][CH:20]=[C:21]2[C:25]=1[N:24]([CH:26]([C:33]1[CH:38]=[CH:37][CH:36]=[CH:35][CH:34]=1)[C:27]1[CH:32]=[CH:31][CH:30]=[CH:29][CH:28]=1)[C:23](=[O:39])[C:22]2=[O:40]. The catalyst is O1CCCC1. The product is [Cl:16][C:17]1[CH:18]=[CH:19][CH:20]=[C:21]2[C:25]=1[N:24]([CH:26]([C:27]1[CH:28]=[CH:29][CH:30]=[CH:31][CH:32]=1)[C:33]1[CH:38]=[CH:37][CH:36]=[CH:35][CH:34]=1)[C:23](=[O:39])[C:22]2([OH:40])[C:8]1[C:7]([OH:10])=[CH:6][C:5]2[O:1][CH2:2][CH2:3][C:4]=2[CH:9]=1. The yield is 0.950. (3) The reactants are [CH2:1]([O:3][C:4](=[O:16])[C:5](O)=[CH:6][C:7]([CH:9]1[CH2:14][CH2:13][CH2:12][CH2:11][CH2:10]1)=[O:8])[CH3:2].Cl.[NH2:18]O. The catalyst is C(O)C.C1COCC1. The product is [CH2:1]([O:3][C:4]([C:5]1[CH:6]=[C:7]([CH:9]2[CH2:14][CH2:13][CH2:12][CH2:11][CH2:10]2)[O:8][N:18]=1)=[O:16])[CH3:2]. The yield is 0.560. (4) The reactants are [C:1]([O:4][C@@H:5]1[C@@H:12]([O:13][CH2:14][C:15]2[CH:20]=[CH:19][CH:18]=[CH:17][CH:16]=2)[C@H:11]([O:21][CH2:22][C:23]2[CH:28]=[CH:27][CH:26]=[CH:25][CH:24]=2)[C@@H:10]([CH2:29][O:30]CC2C=CC(Cl)=CC=2)[O:9][C@H:6]1[O:7][CH3:8])(=[O:3])[CH3:2].N1CCOCC1.[O-]P([O-])([O-])=O.[K+].[K+].[K+].Cl[Sn](Cl)(Cl)Cl. The catalyst is CC([O-])=O.CC([O-])=O.[Pd+2]. The product is [C:1]([O:4][C@@H:5]1[C@@H:12]([O:13][CH2:14][C:15]2[CH:20]=[CH:19][CH:18]=[CH:17][CH:16]=2)[C@H:11]([O:21][CH2:22][C:23]2[CH:24]=[CH:25][CH:26]=[CH:27][CH:28]=2)[C@@H:10]([CH2:29][OH:30])[O:9][C@H:6]1[O:7][CH3:8])(=[O:3])[CH3:2]. The yield is 0.870. (5) The reactants are [CH3:1][N:2]1[C:6]([N+:7]([O-])=O)=[CH:5][CH:4]=[C:3]1[C:10]#[N:11].C(OCC)(=O)C.[H][H]. The catalyst is [Pd].O1CCOCC1. The product is [NH2:7][C:6]1[N:2]([CH3:1])[C:3]([C:10]#[N:11])=[CH:4][CH:5]=1. The yield is 0.910. (6) The catalyst is C1(C)C=CC=CC=1.[Pd].[Pd].C(=CC(C=CC1C=CC=CC=1)=O)C1C=CC=CC=1.C(=CC(C=CC1C=CC=CC=1)=O)C1C=CC=CC=1.C(=CC(C=CC1C=CC=CC=1)=O)C1C=CC=CC=1. The yield is 0.580. The product is [Cl:22][C:13]1[CH:14]=[C:15]([N:16]2[CH2:21][CH2:20][O:19][CH2:18][CH2:17]2)[N:10]2[N:9]=[C:8]([C:5]3[CH:6]=[CH:7][C:2]([NH:47][CH2:46][CH2:45][O:44][CH3:43])=[CH:3][CH:4]=3)[CH:23]=[C:11]2[N:12]=1. The reactants are Br[C:2]1[CH:7]=[CH:6][C:5]([C:8]2[CH:23]=[C:11]3[N:12]=[C:13]([Cl:22])[CH:14]=[C:15]([N:16]4[CH2:21][CH2:20][O:19][CH2:18][CH2:17]4)[N:10]3[N:9]=2)=[CH:4][CH:3]=1.CC(C)([O-])C.[Na+].C(P(C(C)(C)C)C(C)(C)C)(C)(C)C.[CH3:43][O:44][CH2:45][CH2:46][NH2:47]. (7) The reactants are [Cl:1][C:2]1[N:3]=[C:4](Cl)[C:5]2[S:10][C:9]3[N:11]=[C:12]([C:16]4[CH:21]=[CH:20][C:19]([O:22][CH3:23])=[C:18]([O:24][CH3:25])[CH:17]=4)[CH:13]=[C:14]([CH3:15])[C:8]=3[C:6]=2[N:7]=1.C[O-].[Na+].[CH2:30]([OH:32])[CH3:31]. No catalyst specified. The product is [Cl:1][C:2]1[N:3]=[C:4]([O:32][CH2:30][CH3:31])[C:5]2[S:10][C:9]3[N:11]=[C:12]([C:16]4[CH:21]=[CH:20][C:19]([O:22][CH3:23])=[C:18]([O:24][CH3:25])[CH:17]=4)[CH:13]=[C:14]([CH3:15])[C:8]=3[C:6]=2[N:7]=1. The yield is 0.900. (8) The reactants are [CH2:1]([S:8][C:9]1[N:14]=[C:13](Cl)[N:12]2[N:16]=[CH:17][C:18]([CH2:19][CH2:20][CH2:21][CH2:22][C:23]#[N:24])=[C:11]2[N:10]=1)[C:2]1[CH:7]=[CH:6][CH:5]=[CH:4][CH:3]=1.[CH:25]1([NH2:28])[CH2:27][CH2:26]1. The catalyst is C(O)C.CCOC(C)=O. The product is [CH2:1]([S:8][C:9]1[N:14]=[C:13]([NH:28][CH:25]2[CH2:27][CH2:26]2)[N:12]2[N:16]=[CH:17][C:18]([CH2:19][CH2:20][CH2:21][CH2:22][C:23]#[N:24])=[C:11]2[N:10]=1)[C:2]1[CH:7]=[CH:6][CH:5]=[CH:4][CH:3]=1. The yield is 0.650.